Dataset: Full USPTO retrosynthesis dataset with 1.9M reactions from patents (1976-2016). Task: Predict the reactants needed to synthesize the given product. (1) The reactants are: [NH:1]1[CH2:6][CH2:5][CH:4]([N:7]2[C:15]3[C:10](=[N:11][CH:12]=[CH:13][CH:14]=3)[NH:9][C:8]2=[O:16])[CH2:3][CH2:2]1.[Cl:17][C:18]1[CH:19]=[C:20]2[C:24](=[CH:25][CH:26]=1)[N:23]([C:27]([C:29]1[CH:34]=[C:33](Cl)[N:32]=[CH:31][N:30]=1)=[O:28])[CH2:22][CH2:21]2.CCN(C(C)C)C(C)C. Given the product [Cl:17][C:18]1[CH:19]=[C:20]2[C:24](=[CH:25][CH:26]=1)[N:23]([C:27]([C:29]1[N:30]=[CH:31][N:32]=[C:33]([N:1]3[CH2:2][CH2:3][CH:4]([N:7]4[C:15]5[C:10](=[N:11][CH:12]=[CH:13][CH:14]=5)[NH:9][C:8]4=[O:16])[CH2:5][CH2:6]3)[CH:34]=1)=[O:28])[CH2:22][CH2:21]2, predict the reactants needed to synthesize it. (2) Given the product [CH2:19]([S:24]([CH:27]1[CH2:30][N:29]([C:15](=[O:17])/[CH:14]=[CH:13]/[C:8]2[CH:7]=[C:6]3[C:11](=[N:10][CH:9]=2)[NH:12][C:3](=[O:2])[CH2:4][CH2:5]3)[CH2:28]1)(=[O:26])=[O:25])[CH2:20][CH2:21][CH2:22][CH3:23], predict the reactants needed to synthesize it. The reactants are: Cl.[O:2]=[C:3]1[NH:12][C:11]2[N:10]=[CH:9][C:8](/[CH:13]=[CH:14]/[C:15]([OH:17])=O)=[CH:7][C:6]=2[CH2:5][CH2:4]1.Cl.[CH2:19]([S:24]([CH:27]1[CH2:30][NH:29][CH2:28]1)(=[O:26])=[O:25])[CH2:20][CH2:21][CH2:22][CH3:23].CCN(C(C)C)C(C)C.CCN=C=NCCCN(C)C. (3) Given the product [F:39][C:36]([F:37])([F:38])[O:35][C:32]1[CH:33]=[CH:34][C:29]([N:22]2[C:23](=[O:28])[CH:24]3[NH:19][CH:20]([CH2:27][CH2:26][CH2:25]3)[C:21]2=[O:40])=[CH:30][CH:31]=1, predict the reactants needed to synthesize it. The reactants are: CC(=O)CC(=O)CCCCC.C([N:19]1[CH:24]2[CH2:25][CH2:26][CH2:27][CH:20]1[C:21](=[O:40])[N:22]([C:29]1[CH:34]=[CH:33][C:32]([O:35][C:36]([F:39])([F:38])[F:37])=[CH:31][CH:30]=1)[C:23]2=[O:28])C1C=CC=CC=1.C(OCC)(=O)C. (4) Given the product [O:1]=[C:2]1[CH2:6][CH2:5][CH2:4][CH:3]1[CH2:7][C:8]1[C:16]2[C:11](=[CH:12][CH:13]=[C:14]([C:17]#[N:18])[CH:15]=2)[NH:10][CH:9]=1, predict the reactants needed to synthesize it. The reactants are: [O:1]=[C:2]1[CH2:6][CH2:5][CH2:4][C:3]1=[CH:7][C:8]1[C:16]2[C:11](=[CH:12][CH:13]=[C:14]([C:17]#[N:18])[CH:15]=2)[NH:10][CH:9]=1. (5) Given the product [Cl:1][C:2]1[CH:7]=[CH:6][C:5]([C:8]2[N:9]=[C:10]([N:23]3[CH2:28][C@H:27]([CH3:29])[CH2:26][C@H:25]([CH3:30])[CH2:24]3)[S:11][C:12]=2[C:13]2[CH:14]=[CH:15][C:16]([S:19]([NH2:22])(=[O:20])=[O:21])=[CH:17][CH:18]=2)=[CH:4][CH:3]=1, predict the reactants needed to synthesize it. The reactants are: [Cl:1][C:2]1[CH:7]=[CH:6][C:5]([C:8]2[N:9]=[C:10]([N:23]3[CH2:28][CH:27]([CH3:29])[CH2:26][CH:25]([CH3:30])[CH2:24]3)[S:11][C:12]=2[C:13]2[CH:18]=[CH:17][C:16]([S:19]([NH2:22])(=[O:21])=[O:20])=[CH:15][CH:14]=2)=[CH:4][CH:3]=1. (6) Given the product [ClH:1].[CH3:27][N:3]([CH3:2])[CH:4]1[CH2:9][CH2:8][N:7]([C:10](=[O:26])[CH2:11][CH2:12][C:13]2[N:14]([CH2:18][C:19]([O:21][C:22]([CH3:23])([CH3:24])[CH3:25])=[O:20])[CH:15]=[CH:16][N:17]=2)[CH2:6][CH2:5]1, predict the reactants needed to synthesize it. The reactants are: [ClH:1].[CH3:2][N:3]([CH3:27])[CH:4]1[CH2:9][CH2:8][N:7]([C:10](=[O:26])[CH2:11][CH2:12][C:13]2[N:14]([CH2:18][C:19]([O:21][C:22]([CH3:25])([CH3:24])[CH3:23])=[O:20])[CH:15]=[CH:16][N:17]=2)[CH2:6][CH2:5]1. (7) Given the product [CH2:1]([N:3]1[C:7]2[N:8]=[C:9]([C:18]3[CH:24]=[CH:23][C:21]([NH:22][C:33]([NH:32][C:35]4[CH:36]=[CH:37][C:38]([N+:41]([O-:43])=[O:42])=[CH:39][CH:40]=4)=[O:34])=[CH:20][CH:19]=3)[N:10]=[C:11]([N:12]3[CH2:13][CH2:14][O:15][CH2:16][CH2:17]3)[C:6]=2[N:5]=[N:4]1)[CH3:2], predict the reactants needed to synthesize it. The reactants are: [CH2:1]([N:3]1[C:7]2[N:8]=[C:9]([C:18]3[CH:24]=[CH:23][C:21]([NH2:22])=[CH:20][CH:19]=3)[N:10]=[C:11]([N:12]3[CH2:17][CH2:16][O:15][CH2:14][CH2:13]3)[C:6]=2[N:5]=[N:4]1)[CH3:2].CCN(CC)CC.[N:32]([C:35]1[CH:40]=[CH:39][C:38]([N+:41]([O-:43])=[O:42])=[CH:37][CH:36]=1)=[C:33]=[O:34].